This data is from Full USPTO retrosynthesis dataset with 1.9M reactions from patents (1976-2016). The task is: Predict the reactants needed to synthesize the given product. (1) Given the product [CH3:1][C:2]1([CH3:33])[O:7][C@H:6](/[CH:8]=[CH:9]/[C:10]2[CH:15]=[CH:14][C:13]([CH3:16])=[CH:12][CH:11]=2)[CH:5]([NH:17][C:26](=[O:27])[O:28][C:29]([CH3:32])([CH3:31])[CH3:30])[CH2:4][O:3]1, predict the reactants needed to synthesize it. The reactants are: [CH3:1][C:2]1([CH3:33])[O:7][C@H:6](/[CH:8]=[CH:9]/[C:10]2[CH:15]=[CH:14][C:13]([CH3:16])=[CH:12][CH:11]=2)[CH:5]([N:17]([C:26]([O:28][C:29]([CH3:32])([CH3:31])[CH3:30])=[O:27])NC(OC(C)(C)C)=O)[CH2:4][O:3]1.C([O-])([O-])=O.[Cs+].[Cs+].BrCC(OC)=O. (2) Given the product [NH2:1][C:2]1[N:3]([CH2:31][C:32]2[CH:37]=[CH:36][CH:35]=[CH:34][CH:33]=2)[C:4](=[O:30])[C:5]2([C:15]3[C:10](=[CH:11][CH:12]=[C:13]([C:16]4[CH:17]=[C:18]([CH:21]=[CH:22][CH:23]=4)[C:19]#[N:20])[CH:14]=3)[O:9][CH:8]([C:24]3[CH:29]=[CH:28][CH:27]=[CH:26][CH:25]=3)[CH2:7]2)[N:6]=1, predict the reactants needed to synthesize it. The reactants are: [NH2:1][C:2]1[N:3]([CH2:31][C:32]2[CH:37]=[CH:36][CH:35]=[CH:34][CH:33]=2)[C:4](=[O:30])[C@@:5]2([C:15]3[C:10](=[CH:11][CH:12]=[C:13]([C:16]4[CH:17]=[C:18]([CH:21]=[CH:22][CH:23]=4)[C:19]#[N:20])[CH:14]=3)[O:9][C@H:8]([C:24]3[CH:29]=[CH:28][CH:27]=[CH:26][CH:25]=3)[CH2:7]2)[N:6]=1.C(O)(C(F)(F)F)=O. (3) Given the product [OH:4][C@@H:3]([CH3:5])[C@@H:2]([NH:1][C:22]([O:21][CH2:14][CH2:15][CH2:16][CH2:17][CH2:18][CH2:19][CH3:20])=[O:23])[C:6]([OH:8])=[O:7], predict the reactants needed to synthesize it. The reactants are: [NH2:1][C@@H:2]([C:6]([OH:8])=[O:7])[C@H:3]([CH3:5])[OH:4].C([O-])(O)=O.[Na+].[CH2:14]([O:21][C:22](N1C=CC=CC1=O)=[O:23])[CH2:15][CH2:16][CH2:17][CH2:18][CH2:19][CH3:20].